This data is from Full USPTO retrosynthesis dataset with 1.9M reactions from patents (1976-2016). The task is: Predict the reactants needed to synthesize the given product. (1) Given the product [CH:1]1([CH2:7][CH2:8][NH:9][S:10]([C:13]2[CH:18]=[CH:17][C:16]([O:19][C:22](=[O:23])[N:21]([CH3:20])[C:25]3[CH:30]=[CH:29][CH:28]=[CH:27][CH:26]=3)=[CH:15][CH:14]=2)(=[O:12])=[O:11])[CH2:6][CH2:5][CH2:4][CH2:3][CH2:2]1, predict the reactants needed to synthesize it. The reactants are: [CH:1]1([CH2:7][CH2:8][NH:9][S:10]([C:13]2[CH:18]=[CH:17][C:16]([OH:19])=[CH:15][CH:14]=2)(=[O:12])=[O:11])[CH2:6][CH2:5][CH2:4][CH2:3][CH2:2]1.[CH3:20][N:21]([C:25]1[CH:30]=[CH:29][CH:28]=[CH:27][CH:26]=1)[C:22](Cl)=[O:23]. (2) Given the product [Br:21][C:9]1[CH:11]=[CH:12][CH:13]=[CH:14][C:8]=1[N:5]1[CH2:6][CH2:7][N:2]([CH3:1])[CH2:3][CH2:4]1, predict the reactants needed to synthesize it. The reactants are: [CH3:1][N:2]1[CH2:7][CH2:6][N:5]([C:8]2[CH:14]=[CH:13][CH:12]=[CH:11][C:9]=2N)[CH2:4][CH2:3]1.N([O-])=O.[Na+].[OH-].[Na+].[BrH:21].